From a dataset of Catalyst prediction with 721,799 reactions and 888 catalyst types from USPTO. Predict which catalyst facilitates the given reaction. (1) Reactant: [NH2:1][CH2:2][C:3]1[CH:4]=[C:5]([CH:9]=[CH:10][CH:11]=1)[N:6]([CH3:8])[CH3:7].[O:12]1[CH2:14][C@@H:13]1[C@@H:15]([NH:23][C:24](=[O:30])[O:25][C:26]([CH3:29])([CH3:28])[CH3:27])[CH2:16][C:17]1[CH:22]=[CH:21][CH:20]=[CH:19][CH:18]=1. Product: [CH3:7][N:6]([CH3:8])[C:5]1[CH:4]=[C:3]([CH:11]=[CH:10][CH:9]=1)[CH2:2][NH:1][CH2:14][C@@H:13]([OH:12])[C@@H:15]([NH:23][C:24](=[O:30])[O:25][C:26]([CH3:28])([CH3:27])[CH3:29])[CH2:16][C:17]1[CH:22]=[CH:21][CH:20]=[CH:19][CH:18]=1. The catalyst class is: 2. (2) Product: [CH2:17]([N:3]([CH2:1][CH3:2])[CH2:4][C:5]([C:7]1[CH:12]=[CH:11][C:10]([NH2:13])=[CH:9][CH:8]=1)([CH3:6])[CH3:16])[CH3:18]. The catalyst class is: 153. Reactant: [CH2:1]([N:3]([CH2:17][CH3:18])[CH2:4][C:5]([CH3:16])([C:7]1[CH:12]=[CH:11][C:10]([N+:13]([O-])=O)=[CH:9][CH:8]=1)[CH3:6])[CH3:2].